Dataset: Peptide-MHC class II binding affinity with 134,281 pairs from IEDB. Task: Regression. Given a peptide amino acid sequence and an MHC pseudo amino acid sequence, predict their binding affinity value. This is MHC class II binding data. (1) The peptide sequence is DPRQGLAVLRKVKRV. The MHC is DRB1_0301 with pseudo-sequence DRB1_0301. The binding affinity (normalized) is 0.750. (2) The peptide sequence is AAATAGTTVYGAFFA. The MHC is HLA-DPA10103-DPB10601 with pseudo-sequence HLA-DPA10103-DPB10601. The binding affinity (normalized) is 0.371.